From a dataset of Forward reaction prediction with 1.9M reactions from USPTO patents (1976-2016). Predict the product of the given reaction. (1) The product is: [NH2:1][C:2]1[N:7]=[C:6]([C:8]([NH:10][CH2:11][C:12]2[CH:17]=[CH:16][CH:15]=[C:14]([NH2:24])[N:13]=2)=[O:9])[CH:5]=[C:4]([C:19]2[O:20][CH:21]=[CH:22][CH:23]=2)[N:3]=1. Given the reactants [NH2:1][C:2]1[N:7]=[C:6]([C:8]([NH:10][CH2:11][C:12]2[CH:17]=[CH:16][CH:15]=[C:14](Br)[N:13]=2)=[O:9])[CH:5]=[C:4]([C:19]2[O:20][CH:21]=[CH:22][CH:23]=2)[N:3]=1.[NH4+:24].[OH-].C(O)CO.O, predict the reaction product. (2) Given the reactants [C:1]12([C:7]3[CH:12]=[CH:11][C:10]([N:13]4[CH2:17][C@H:16]([CH2:18][NH:19][C:20](=[O:22])[CH3:21])[O:15][C:14]4=[O:23])=[CH:9][CH:8]=3)[CH2:6][CH:5]1[CH2:4][NH:3][CH2:2]2.[O:24]1[C:28]([C:29](O)=[O:30])=[CH:27][CH:26]=[N:25]1.C(Cl)CCl.C1C=CC2N(O)N=NC=2C=1.CN1CCOCC1, predict the reaction product. The product is: [O:24]1[C:28]([C:29]([N:3]2[CH2:4][CH:5]3[C:1]([C:7]4[CH:8]=[CH:9][C:10]([N:13]5[CH2:17][C@H:16]([CH2:18][NH:19][C:20](=[O:22])[CH3:21])[O:15][C:14]5=[O:23])=[CH:11][CH:12]=4)([CH2:6]3)[CH2:2]2)=[O:30])=[CH:27][CH:26]=[N:25]1. (3) Given the reactants C([O:5][C:6](=O)[CH2:7][O:8][C@H:9]1[CH2:27][O:26][C:12]2=[CH:13][CH:14]=[C:15]3[C:19]([N:18]([CH2:20][C@@H:21]([N:23]=[N+]=[N-])[CH3:22])[N:17]=[CH:16]3)=[C:11]2[CH2:10]1)(C)(C)C.[H-].[Al+3].[Li+].[H-].[H-].[H-].CO.[ClH:37], predict the reaction product. The product is: [ClH:37].[ClH:37].[NH2:23][C@@H:21]([CH3:22])[CH2:20][N:18]1[C:19]2[C:15](=[CH:14][CH:13]=[C:12]3[O:26][CH2:27][C@H:9]([O:8][CH2:7][CH2:6][OH:5])[CH2:10][C:11]3=2)[CH:16]=[N:17]1. (4) Given the reactants F[C:2]1[CH:7]=[CH:6][C:5]([N+:8]([O-:10])=[O:9])=[CH:4][CH:3]=1.C([O-])([O-])=O.[Cs+].[Cs+].[CH3:17][O:18][C:19]1[CH:20]=[C:21]2[C:26](=[CH:27][C:28]=1[O:29][CH3:30])[N:25]=[CH:24][CH:23]=[C:22]2[OH:31], predict the reaction product. The product is: [CH3:17][O:18][C:19]1[CH:20]=[C:21]2[C:26](=[CH:27][C:28]=1[O:29][CH3:30])[N:25]=[CH:24][CH:23]=[C:22]2[O:31][C:2]1[CH:7]=[CH:6][C:5]([N+:8]([O-:10])=[O:9])=[CH:4][CH:3]=1. (5) The product is: [CH3:1][O:2][CH2:3][C:4]1[C:5]([C:28]2[CH:33]=[CH:32][CH:31]=[CH:30][CH:29]=2)=[C:6]([O:14][C:15]2[CH:20]=[CH:19][C:18](/[CH:21]=[CH:22]/[C:23]([OH:25])=[O:24])=[CH:17][CH:16]=2)[C:7]2[C:12]([CH:13]=1)=[CH:11][CH:10]=[CH:9][CH:8]=2. Given the reactants [CH3:1][O:2][CH2:3][C:4]1[C:5]([C:28]2[CH:33]=[CH:32][CH:31]=[CH:30][CH:29]=2)=[C:6]([O:14][C:15]2[CH:20]=[CH:19][C:18](/[CH:21]=[CH:22]/[C:23]([O:25]CC)=[O:24])=[CH:17][CH:16]=2)[C:7]2[C:12]([CH:13]=1)=[CH:11][CH:10]=[CH:9][CH:8]=2.[OH-].[Na+], predict the reaction product. (6) Given the reactants FC(F)(F)C(OC(=O)C(F)(F)F)=O.[CH:14]1([C:19]2[CH:25]=[CH:24][C:22]([NH2:23])=[CH:21][CH:20]=2)[CH2:18][CH2:17][CH2:16][CH2:15]1.C1(NC2C=CC=CC=2)CCCC1.[N+:38]([O-])([O-:40])=[O:39].[K+].C(=O)([O-])[O-].[K+].[K+], predict the reaction product. The product is: [CH:14]1([C:19]2[CH:20]=[CH:21][C:22]([NH2:23])=[C:24]([N+:38]([O-:40])=[O:39])[CH:25]=2)[CH2:15][CH2:16][CH2:17][CH2:18]1. (7) Given the reactants [CH2:1]([O:3][C:4]([C:6]1[C:35](=[O:36])[N:34]([CH:37]2[CH2:41][CH2:40][CH2:39][CH2:38]2)[C:9]2[N:10]=[C:11]([NH:14][C:15]3[CH:20]=[CH:19][C:18]([N:21]4[CH2:26][CH2:25][N:24](C(OC(C)(C)C)=O)[CH2:23][CH2:22]4)=[CH:17][N:16]=3)[N:12]=[CH:13][C:8]=2[CH:7]=1)=[O:5])[CH3:2].C(Cl)(Cl)[Cl:43], predict the reaction product. The product is: [ClH:43].[CH2:1]([O:3][C:4]([C:6]1[C:35](=[O:36])[N:34]([CH:37]2[CH2:41][CH2:40][CH2:39][CH2:38]2)[C:9]2[N:10]=[C:11]([NH:14][C:15]3[CH:20]=[CH:19][C:18]([N:21]4[CH2:22][CH2:23][NH:24][CH2:25][CH2:26]4)=[CH:17][N:16]=3)[N:12]=[CH:13][C:8]=2[CH:7]=1)=[O:5])[CH3:2]. (8) Given the reactants [Cl:1][C:2]1[C:6]([C:7]#[N:8])=[C:5](Cl)[S:4][N:3]=1.[C:10]([O:14][C:15]([NH:17][C:18]1[CH:23]=[CH:22][C:21](B(O)O)=[CH:20][CH:19]=1)=[O:16])([CH3:13])([CH3:12])[CH3:11].[F-].[K+].C1OCCOCCOCCOCCOCCOC1, predict the reaction product. The product is: [Cl:1][C:2]1[C:6]([C:7]#[N:8])=[C:5]([C:21]2[CH:20]=[CH:19][C:18]([NH:17][C:15](=[O:16])[O:14][C:10]([CH3:12])([CH3:11])[CH3:13])=[CH:23][CH:22]=2)[S:4][N:3]=1. (9) Given the reactants [CH3:1][C:2]1[N:6]([C:7]2[CH:12]=[CH:11][CH:10]=[CH:9][N:8]=2)[C:5]2[CH:13]=[CH:14][CH:15]=[CH:16][C:4]=2[N:3]=1.[N:17]1[CH:22]=[CH:21][C:20]([CH:23]=O)=[CH:19][CH:18]=1.Cl.Cl.N1C=CC=CC=1N1C2C=CC=CC=2N=C1/C=C/C1C=CC=CN=1.[C:50]([OH:55])(=[O:54])[C:51]([OH:53])=[O:52], predict the reaction product. The product is: [C:50]([OH:55])(=[O:54])[C:51]([OH:53])=[O:52].[N:8]1[CH:9]=[CH:10][CH:11]=[CH:12][C:7]=1[N:6]1[C:5]2[CH:13]=[CH:14][CH:15]=[CH:16][C:4]=2[N:3]=[C:2]1/[CH:1]=[CH:23]/[C:20]1[CH:21]=[CH:22][N:17]=[CH:18][CH:19]=1.